From a dataset of Forward reaction prediction with 1.9M reactions from USPTO patents (1976-2016). Predict the product of the given reaction. (1) Given the reactants C[O:2][C:3](=[O:42])[CH2:4][C@H:5]1[C:9]2[CH:10]=[CH:11][C:12]([O:14][CH2:15][C:16]3[CH:17]=[C:18]([C:22]4[C:27]([CH3:28])=[CH:26][C:25]([O:29][CH2:30][CH2:31][CH2:32][S:33]([CH3:36])(=[O:35])=[O:34])=[CH:24][C:23]=4[CH2:37][O:38]C(=O)C)[CH:19]=[CH:20][CH:21]=3)=[CH:13][C:8]=2[O:7][CH2:6]1.CO.[OH-].[Na+].Cl, predict the reaction product. The product is: [OH:38][CH2:37][C:23]1[CH:24]=[C:25]([O:29][CH2:30][CH2:31][CH2:32][S:33]([CH3:36])(=[O:35])=[O:34])[CH:26]=[C:27]([CH3:28])[C:22]=1[C:18]1[CH:19]=[CH:20][CH:21]=[C:16]([CH2:15][O:14][C:12]2[CH:11]=[CH:10][C:9]3[C@H:5]([CH2:4][C:3]([OH:42])=[O:2])[CH2:6][O:7][C:8]=3[CH:13]=2)[CH:17]=1. (2) Given the reactants C([O:3][C:4](=O)[C:5]([C:8]1[CH2:9][CH2:10][O:11][CH2:12][CH:13]=1)([CH3:7])[CH3:6])C.[H-].[H-].[H-].[H-].[Li+].[Al+3].O.[OH-].[Na+], predict the reaction product. The product is: [O:11]1[CH2:10][CH:9]=[C:8]([C:5]([CH3:7])([CH3:6])[CH2:4][OH:3])[CH2:13][CH2:12]1. (3) The product is: [NH2:19][C@@H:17]1[CH2:18][C@@H:15]([NH:14][C:12]2[C:11]([C:29]#[N:30])=[CH:10][N:9]=[C:8]([NH:7][CH2:6][CH2:5][C:4]3[CH:31]=[CH:32][CH:33]=[C:2]([Cl:1])[CH:3]=3)[N:13]=2)[C:16]1([CH3:28])[CH3:27]. Given the reactants [Cl:1][C:2]1[CH:3]=[C:4]([CH:31]=[CH:32][CH:33]=1)[CH2:5][CH2:6][NH:7][C:8]1[N:13]=[C:12]([NH:14][C@@H:15]2[CH2:18][C@@H:17]([NH:19]C(=O)OC(C)(C)C)[C:16]2([CH3:28])[CH3:27])[C:11]([C:29]#[N:30])=[CH:10][N:9]=1.C(O)(C(F)(F)F)=O, predict the reaction product. (4) Given the reactants [C:1]([C:5]1[S:9][C:8]([NH:10][C:11](=[O:21])[C:12]2[CH:17]=[C:16]([Cl:18])[CH:15]=[CH:14][C:13]=2[O:19][CH3:20])=[N:7][CH:6]=1)([CH3:4])([CH3:3])[CH3:2].CC1C=CC(S(O[CH2:33][C@@H:34]2[CH2:38][CH2:37][C:36](=[O:39])[NH:35]2)(=O)=O)=CC=1.C(=O)([O-])[O-].[K+].[K+], predict the reaction product. The product is: [C:1]([C:5]1[S:9]/[C:8](=[N:10]\[C:11](=[O:21])[C:12]2[CH:17]=[C:16]([Cl:18])[CH:15]=[CH:14][C:13]=2[O:19][CH3:20])/[N:7]([CH2:33][C@@H:34]2[CH2:38][CH2:37][C:36](=[O:39])[NH:35]2)[CH:6]=1)([CH3:4])([CH3:2])[CH3:3]. (5) Given the reactants [F:1][C:2]([F:25])([F:24])[C:3]1[CH:8]=[CH:7][C:6]([CH:9]2[C:18]3[C:13](=[CH:14][CH:15]=[CH:16][CH:17]=3)[CH:12]=[CH:11][N:10]2[C:19]([O:21][CH2:22][CH3:23])=[O:20])=[CH:5][CH:4]=1, predict the reaction product. The product is: [F:24][C:2]([F:1])([F:25])[C:3]1[CH:4]=[CH:5][C:6]([CH:9]2[C:18]3[C:13](=[CH:14][CH:15]=[CH:16][CH:17]=3)[CH2:12][CH2:11][N:10]2[C:19]([O:21][CH2:22][CH3:23])=[O:20])=[CH:7][CH:8]=1.